This data is from Full USPTO retrosynthesis dataset with 1.9M reactions from patents (1976-2016). The task is: Predict the reactants needed to synthesize the given product. (1) Given the product [C:1]([C:3]1[C:4]([N:17]2[CH2:18][CH2:19][CH:20]([C:23]([NH:37][S:34]([CH2:33][C:30]3[CH:31]=[CH:32][C:27]([F:26])=[CH:28][CH:29]=3)(=[O:36])=[O:35])=[O:25])[CH2:21][CH2:22]2)=[N:5][C:6]([CH:14]([F:15])[F:16])=[C:7]([CH:8]=1)[C:9]([O:11][CH2:12][CH3:13])=[O:10])#[N:2], predict the reactants needed to synthesize it. The reactants are: [C:1]([C:3]1[C:4]([N:17]2[CH2:22][CH2:21][CH:20]([C:23]([OH:25])=O)[CH2:19][CH2:18]2)=[N:5][C:6]([CH:14]([F:16])[F:15])=[C:7]([C:9]([O:11][CH2:12][CH3:13])=[O:10])[CH:8]=1)#[N:2].[F:26][C:27]1[CH:32]=[CH:31][C:30]([CH2:33][S:34]([NH2:37])(=[O:36])=[O:35])=[CH:29][CH:28]=1. (2) Given the product [Cl:18][C:19]1[C:28]([NH2:15])=[CH:27][C:26]2[C:21](=[CH:22][C:23]([C:32]([F:35])([F:34])[F:33])=[CH:24][CH:25]=2)[N:20]=1, predict the reactants needed to synthesize it. The reactants are: C1(P([N:15]=[N+]=[N-])(C2C=CC=CC=2)=O)C=CC=CC=1.[Cl:18][C:19]1[C:28](C(O)=O)=[CH:27][C:26]2[C:21](=[CH:22][C:23]([C:32]([F:35])([F:34])[F:33])=[CH:24][CH:25]=2)[N:20]=1.CCCCCC.CC(=O)OCC.